Dataset: Catalyst prediction with 721,799 reactions and 888 catalyst types from USPTO. Task: Predict which catalyst facilitates the given reaction. Reactant: [CH3:1][CH:2]([N:4]1[C:8]2[N:9]=[C:10]([CH2:16][CH2:17][CH3:18])[CH:11]=[C:12]([C:13]([OH:15])=O)[C:7]=2[CH:6]=[N:5]1)[CH3:3].[NH2:19][CH2:20][C:21]1[C:22](=[O:29])[NH:23][C:24]([CH3:28])=[CH:25][C:26]=1[CH3:27].CN1CCOCC1.ON1C2N=CC=CC=2N=N1.C(Cl)CCl. Product: [CH3:27][C:26]1[CH:25]=[C:24]([CH3:28])[NH:23][C:22](=[O:29])[C:21]=1[CH2:20][NH:19][C:13]([C:12]1[C:7]2[CH:6]=[N:5][N:4]([CH:2]([CH3:1])[CH3:3])[C:8]=2[N:9]=[C:10]([CH2:16][CH2:17][CH3:18])[CH:11]=1)=[O:15]. The catalyst class is: 16.